From a dataset of Forward reaction prediction with 1.9M reactions from USPTO patents (1976-2016). Predict the product of the given reaction. (1) Given the reactants Cl.[O:2]([C:9]1[CH:14]=[CH:13][C:12]([C:15]2[N:23]=[C:22]([N:24]3[CH2:29][CH2:28][NH:27][CH2:26][CH2:25]3)[CH:21]=[CH:20][C:16]=2[C:17]([OH:19])=[O:18])=[CH:11][CH:10]=1)[C:3]1[CH:8]=[CH:7][CH:6]=[CH:5][CH:4]=1.[C:30](Cl)(=[O:33])[CH:31]=[CH2:32], predict the reaction product. The product is: [C:30]([N:27]1[CH2:28][CH2:29][N:24]([C:22]2[N:23]=[C:15]([C:12]3[CH:11]=[CH:10][C:9]([O:2][C:3]4[CH:4]=[CH:5][CH:6]=[CH:7][CH:8]=4)=[CH:14][CH:13]=3)[C:16]([C:17]([OH:19])=[O:18])=[CH:20][CH:21]=2)[CH2:25][CH2:26]1)(=[O:33])[CH:31]=[CH2:32]. (2) Given the reactants [C:1]([N:8]1[CH:12]=[CH:11]N=C1)(N1C=CN=C1)=[S:2].[Cl:13][C:14]1[CH:15]=C(C=[C:19]([Cl:30])[C:20]=1[S:21][C:22]1[CH:27]=[CH:26][C:25]([O:28][CH3:29])=[CH:24][CH:23]=1)N, predict the reaction product. The product is: [Cl:30][C:19]1[CH:11]=[C:12]([N:8]=[C:1]=[S:2])[CH:15]=[C:14]([Cl:13])[C:20]=1[S:21][C:22]1[CH:23]=[CH:24][C:25]([O:28][CH3:29])=[CH:26][CH:27]=1. (3) Given the reactants [N+:1]([C:4]1[CH:5]=[N:6][C:7]2[C:12]([C:13]=1[NH:14][CH:15](O)[CH2:16][CH2:17][CH2:18][CH3:19])=[CH:11][CH:10]=[CH:9][CH:8]=2)([O-:3])=[O:2].S(Cl)([Cl:23])=O, predict the reaction product. The product is: [Cl:23][CH2:19][CH2:18][CH2:17][CH2:16][CH2:15][NH:14][C:13]1[C:12]2[C:7](=[CH:8][CH:9]=[CH:10][CH:11]=2)[N:6]=[CH:5][C:4]=1[N+:1]([O-:3])=[O:2]. (4) Given the reactants [H-].[H-].[H-].[H-].[Al+3].[Li+].[CH2:7]([C@@H:9]([C:17]1[CH:22]=[CH:21][CH:20]=[C:19]([O:23][CH3:24])[CH:18]=1)[C@@H:10]([CH3:16])[C:11]([N:13]([CH3:15])[CH3:14])=O)[CH3:8], predict the reaction product. The product is: [CH2:7]([C@@H:9]([C:17]1[CH:22]=[CH:21][CH:20]=[C:19]([O:23][CH3:24])[CH:18]=1)[C@@H:10]([CH3:16])[CH2:11][N:13]([CH3:15])[CH3:14])[CH3:8].